Task: Predict the reaction yield, written as a fraction of the theoretical maximum amount of product (1.0 means a 100% yield; for example, 0.34 means a 34% yield).. Dataset: Reaction yield outcomes from USPTO patents with 853,638 reactions (1) The reactants are C([O:3][C:4]([C:6]1[C:15](=[O:16])[C:14]2[C:9](=[N:10][C:11]([O:26][CH3:27])=[C:12]([CH2:17][C:18]3[CH:23]=[CH:22][CH:21]=[C:20]([Cl:24])[C:19]=3[F:25])[CH:13]=2)[N:8]([C@H:28]([C:32](C)(C)[O:33][SiH2]C(C)(C)C)[CH:29]([CH3:31])[CH3:30])[CH:7]=1)=[O:5])C.C[O-].[Na+]. The catalyst is CO.O. The product is [Cl:24][C:20]1[C:19]([F:25])=[C:18]([CH:23]=[CH:22][CH:21]=1)[CH2:17][C:12]1[CH:13]=[C:14]2[C:9](=[N:10][C:11]=1[O:26][CH3:27])[N:8]([C@H:28]([CH2:32][OH:33])[CH:29]([CH3:31])[CH3:30])[CH:7]=[C:6]([C:4]([OH:5])=[O:3])[C:15]2=[O:16]. The yield is 0.790. (2) The reactants are Cl[C:2]1[N:7]=[CH:6][C:5]([S:8]([N:11]2[C:15]([C:16]3[CH:21]=[CH:20][CH:19]=[CH:18][C:17]=3[F:22])=[CH:14][C:13]([CH:23]=[O:24])=[CH:12]2)(=[O:10])=[O:9])=[CH:4][CH:3]=1.[CH3:25]B(O)O.C(=O)([O-])[O-].[K+].[K+].C(=O)([O-])O.[Na+]. The catalyst is C1C=CC([P]([Pd]([P](C2C=CC=CC=2)(C2C=CC=CC=2)C2C=CC=CC=2)([P](C2C=CC=CC=2)(C2C=CC=CC=2)C2C=CC=CC=2)[P](C2C=CC=CC=2)(C2C=CC=CC=2)C2C=CC=CC=2)(C2C=CC=CC=2)C2C=CC=CC=2)=CC=1.O1CCOCC1. The product is [F:22][C:17]1[CH:18]=[CH:19][CH:20]=[CH:21][C:16]=1[C:15]1[N:11]([S:8]([C:5]2[CH:6]=[N:7][C:2]([CH3:25])=[CH:3][CH:4]=2)(=[O:10])=[O:9])[CH:12]=[C:13]([CH:23]=[O:24])[CH:14]=1. The yield is 0.390. (3) The product is [CH2:16]([O:15][CH:14]1[C:13]([C:25]([C:32]2[CH:33]=[CH:34][CH:35]=[CH:36][CH:37]=2)([C:38]2[CH:43]=[CH:42][CH:41]=[CH:40][CH:39]=2)[O:26][SiH2:27][C:28]([CH3:31])([CH3:30])[CH3:29])([CH:23]=[CH2:24])[O:12][CH:11]([N:44]2[CH:52]=[N:51][C:50]3[C:45]2=[N:46][CH:47]=[N:48][C:49]=3[NH2:53])[CH2:10]1)[C:17]1[CH:22]=[CH:21][CH:20]=[CH:19][CH:18]=1. The reactants are C1(OC(=S)O[CH:10]2[CH:14]([O:15][CH2:16][C:17]3[CH:22]=[CH:21][CH:20]=[CH:19][CH:18]=3)[C:13]([C:25]([C:38]3[CH:43]=[CH:42][CH:41]=[CH:40][CH:39]=3)([C:32]3[CH:37]=[CH:36][CH:35]=[CH:34][CH:33]=3)[O:26][SiH2:27][C:28]([CH3:31])([CH3:30])[CH3:29])([CH:23]=[CH2:24])[O:12][CH:11]2[N:44]2[CH:52]=[N:51][C:50]3[C:45]2=[N:46][CH:47]=[N:48][C:49]=3[NH2:53])C=CC=CC=1.C([SnH](CCCC)CCCC)CCC.CC(N=NC(C#N)(C)C)(C#N)C. The yield is 0.900. The catalyst is C1(C)C=CC=CC=1.